This data is from Full USPTO retrosynthesis dataset with 1.9M reactions from patents (1976-2016). The task is: Predict the reactants needed to synthesize the given product. (1) Given the product [CH3:7][N:5]1[N:4]=[N:3][C:2]([NH:1][C:21](=[O:22])[CH:20]([C:14]2[CH:19]=[CH:18][CH:17]=[CH:16][CH:15]=2)[C:24]2[CH:29]=[CH:28][CH:27]=[CH:26][CH:25]=2)=[N:6]1, predict the reactants needed to synthesize it. The reactants are: [NH2:1][C:2]1[N:3]=[N:4][N:5]([CH3:7])[N:6]=1.N1C=CC=CC=1.[C:14]1([CH:20]([C:24]2[CH:29]=[CH:28][CH:27]=[CH:26][CH:25]=2)[C:21](Cl)=[O:22])[CH:19]=[CH:18][CH:17]=[CH:16][CH:15]=1.C([O-])(O)=O.[Na+]. (2) Given the product [S:3]1[C:4]2[CH:10]=[CH:9][CH:8]=[CH:7][C:5]=2[NH:6][C:2]1=[CH:1][C:19](=[O:18])[C:20]([F:23])([F:22])[F:21], predict the reactants needed to synthesize it. The reactants are: [CH3:1][C:2]1[S:3][C:4]2[CH:10]=[CH:9][CH:8]=[CH:7][C:5]=2[N:6]=1.C([Li])CCC.C([O:18][C:19](=O)[C:20]([F:23])([F:22])[F:21])C.C([O-])(O)=O.[Na+]. (3) Given the product [NH2:7][CH:8]1[CH2:13][CH2:12][N:11]([C:14]2[C:23]3[C:18](=[CH:19][C:20]([CH3:24])=[CH:21][CH:22]=3)[N:17]=[C:16]([C:25]3[CH:30]=[CH:29][CH:28]=[CH:27][C:26]=3[OH:31])[N:15]=2)[CH2:10][CH2:9]1, predict the reactants needed to synthesize it. The reactants are: C(OC(=O)[NH:7][CH:8]1[CH2:13][CH2:12][N:11]([C:14]2[C:23]3[C:18](=[CH:19][C:20]([CH3:24])=[CH:21][CH:22]=3)[N:17]=[C:16]([C:25]3[CH:30]=[CH:29][CH:28]=[CH:27][C:26]=3[OH:31])[N:15]=2)[CH2:10][CH2:9]1)(C)(C)C.FC(F)(F)C(O)=O. (4) Given the product [C:30]([OH:37])(=[O:36])/[CH:31]=[CH:32]/[C:33]([OH:35])=[O:34].[CH3:29][N:2]([CH3:1])[C:3]1[N:4]=[CH:5][C:6]([C:9]2[C:22]3[C:17](=[CH:18][C:19]([O:25][CH2:26][CH3:27])=[C:20]([O:23][CH3:24])[CH:21]=3)[C@@H:16]3[C@@H:11]([CH2:12][CH2:13][C@@H:14]([OH:28])[CH2:15]3)[N:10]=2)=[CH:7][N:8]=1, predict the reactants needed to synthesize it. The reactants are: [CH3:1][N:2]([CH3:29])[C:3]1[N:8]=[CH:7][C:6]([C:9]2[C:22]3[C:17](=[CH:18][C:19]([O:25][CH2:26][CH3:27])=[C:20]([O:23][CH3:24])[CH:21]=3)[C@@H:16]3[C@@H:11]([CH2:12][CH2:13][C@@H:14]([OH:28])[CH2:15]3)[N:10]=2)=[CH:5][N:4]=1.[C:30]([OH:37])(=[O:36])/[CH:31]=[CH:32]/[C:33]([OH:35])=[O:34]. (5) Given the product [Cl:31][C:30]1[C:25]([N:20]2[C:15]3[CH:14]=[CH:13][CH:12]=[C:11]([C:9]4[NH:8][C:7]5[CH:21]=[C:3]([C:2]([F:22])([F:1])[F:23])[CH:4]=[CH:5][C:6]=5[N:10]=4)[C:16]=3[O:17][CH2:18][CH2:19]2)=[N:26][CH:27]=[C:28]([Cl:32])[CH:29]=1, predict the reactants needed to synthesize it. The reactants are: [F:1][C:2]([F:23])([F:22])[C:3]1[CH:4]=[CH:5][C:6]2[N:10]=[C:9]([C:11]3[C:16]4[O:17][CH2:18][CH2:19][NH:20][C:15]=4[CH:14]=[CH:13][CH:12]=3)[NH:8][C:7]=2[CH:21]=1.Cl[C:25]1[C:30]([Cl:31])=[CH:29][C:28]([Cl:32])=[CH:27][N:26]=1.ClC1C(Cl)=CC=CN=1.